Dataset: Reaction yield outcomes from USPTO patents with 853,638 reactions. Task: Predict the reaction yield, written as a fraction of the theoretical maximum amount of product (1.0 means a 100% yield; for example, 0.34 means a 34% yield). (1) The reactants are [CH2:1]1[NH:5][C@H:4]([C:6]([OH:8])=[O:7])[CH:3]=[CH:2]1.C(=O)(O)[O-].[Na+].O1CCOCC1.[C:20]([O:24][C:25](O[C:25]([O:24][C:20]([CH3:23])([CH3:22])[CH3:21])=[O:26])=[O:26])([CH3:23])([CH3:22])[CH3:21]. The catalyst is O. The product is [C:20]([O:24][C:25]([N:5]1[CH2:1][CH:2]=[CH:3][C@H:4]1[C:6]([OH:8])=[O:7])=[O:26])([CH3:23])([CH3:22])[CH3:21]. The yield is 1.00. (2) The reactants are [F:1][C:2]1[CH:22]=[C:21]([S:23]([CH3:26])(=[O:25])=[O:24])[CH:20]=[CH:19][C:3]=1[O:4][C:5]1[C:10]([CH3:11])=[C:9]([O:12][CH:13]2[CH2:18][CH2:17][NH:16][CH2:15][CH2:14]2)[N:8]=[CH:7][N:6]=1.[CH2:27]([O:29][CH2:30][C:31](O)=[O:32])[CH3:28].CN(C(ON1N=NC2C=CC=NC1=2)=[N+](C)C)C.F[P-](F)(F)(F)(F)F. The catalyst is C1COCC1. The product is [CH2:27]([O:29][CH2:30][C:31]([N:16]1[CH2:17][CH2:18][CH:13]([O:12][C:9]2[C:10]([CH3:11])=[C:5]([O:4][C:3]3[CH:19]=[CH:20][C:21]([S:23]([CH3:26])(=[O:24])=[O:25])=[CH:22][C:2]=3[F:1])[N:6]=[CH:7][N:8]=2)[CH2:14][CH2:15]1)=[O:32])[CH3:28]. The yield is 0.590. (3) The reactants are [CH2:1]([O:8][C:9]1[CH:14]=[CH:13][N:12]=[C:11]([O:15][CH2:16][CH3:17])[CH:10]=1)[C:2]1[CH:7]=[CH:6][CH:5]=[CH:4][CH:3]=1.C1C(=O)N([Br:25])C(=O)C1. The catalyst is CC#N. The product is [CH2:1]([O:8][C:9]1[C:14]([Br:25])=[CH:13][N:12]=[C:11]([O:15][CH2:16][CH3:17])[CH:10]=1)[C:2]1[CH:3]=[CH:4][CH:5]=[CH:6][CH:7]=1. The yield is 0.520. (4) No catalyst specified. The reactants are [CH2:1]([C:3]1[S:7][C:6]2[CH:8]=[C:9]([OH:12])[CH:10]=[CH:11][C:5]=2[CH:4]=1)[CH3:2].[C:13](Cl)(=[O:15])[CH3:14].CCN(CC)CC. The product is [C:13]([O:12][C:9]1[CH:10]=[CH:11][C:5]2[CH:4]=[C:3]([CH2:1][CH3:2])[S:7][C:6]=2[CH:8]=1)(=[O:15])[CH3:14]. The yield is 0.930.